From a dataset of Catalyst prediction with 721,799 reactions and 888 catalyst types from USPTO. Predict which catalyst facilitates the given reaction. Reactant: [Cr](Cl)([O-])(=O)=O.[NH+]1C=CC=CC=1.[OH:12][CH:13]1[CH2:18][CH2:17][CH:16]([O:19][C:20](=[O:29])[CH:21]=[CH:22][C:23]2[CH:28]=[CH:27][CH:26]=[CH:25][CH:24]=2)[CH2:15][CH2:14]1. Product: [O:12]=[C:13]1[CH2:18][CH2:17][CH:16]([O:19][C:20](=[O:29])[CH:21]=[CH:22][C:23]2[CH:28]=[CH:27][CH:26]=[CH:25][CH:24]=2)[CH2:15][CH2:14]1. The catalyst class is: 4.